Predict the reactants needed to synthesize the given product. From a dataset of Full USPTO retrosynthesis dataset with 1.9M reactions from patents (1976-2016). (1) Given the product [C:18]([C:14]1[CH:13]=[C:12]([CH:17]=[CH:16][CH:15]=1)[CH2:11][N:10]([CH:20]1[CH2:21][CH2:22][N:23]([CH:26]([CH3:30])[CH2:27][CH2:28][NH:29][C:39]([C:38]2[C:33]([CH3:32])=[N:34][CH:35]=[N:36][C:37]=2[CH3:42])=[O:41])[CH2:24][CH2:25]1)[C:7]1[CH:6]=[CH:5][C:4]([C:3]([OH:31])=[O:2])=[CH:9][CH:8]=1)#[N:19], predict the reactants needed to synthesize it. The reactants are: C[O:2][C:3](=[O:31])[C:4]1[CH:9]=[CH:8][C:7]([N:10]([CH:20]2[CH2:25][CH2:24][N:23]([CH:26]([CH3:30])[CH2:27][CH2:28][NH2:29])[CH2:22][CH2:21]2)[CH2:11][C:12]2[CH:17]=[CH:16][CH:15]=[C:14]([C:18]#[N:19])[CH:13]=2)=[CH:6][CH:5]=1.[CH3:32][C:33]1[C:38]([C:39]([OH:41])=O)=[C:37]([CH3:42])[N:36]=[CH:35][N:34]=1. (2) Given the product [Cl:1][C:2]1[CH:10]=[C:9]([C:11]2[O:12][CH:13]=[C:14]([CH3:16])[N:15]=2)[CH:8]=[CH:7][C:3]=1[C:4]([Cl:19])=[O:5], predict the reactants needed to synthesize it. The reactants are: [Cl:1][C:2]1[CH:10]=[C:9]([C:11]2[O:12][CH:13]=[C:14]([CH3:16])[N:15]=2)[CH:8]=[CH:7][C:3]=1[C:4](O)=[O:5].S(Cl)([Cl:19])=O.CN1CCCC1=O. (3) Given the product [CH3:9][O:8][C:5]1[CH:6]=[CH:7][C:2]([N:15]([CH3:14])[CH:16]2[CH2:21][CH2:20][O:19][CH2:18][CH2:17]2)=[CH:3][C:4]=1[N+:10]([O-:12])=[O:11], predict the reactants needed to synthesize it. The reactants are: Br[C:2]1[CH:7]=[CH:6][C:5]([O:8][CH3:9])=[C:4]([N+:10]([O-:12])=[O:11])[CH:3]=1.Cl.[CH3:14][NH:15][CH:16]1[CH2:21][CH2:20][O:19][CH2:18][CH2:17]1.C1(P(C2CCCCC2)C2C=CC=CC=2C2C=CC=CC=2)CCCCC1.C(=O)([O-])[O-].[Cs+].[Cs+]. (4) Given the product [CH3:1][O:2][C:3](=[O:18])[CH:4]([N:5]1[CH2:10][CH2:9][N:8]([C:11]([O:13][C:14]([CH3:15])([CH3:17])[CH3:16])=[O:12])[CH2:7][CH2:6]1)[CH2:24][C:23]1[CH:26]=[CH:27][CH:28]=[CH:29][C:22]=1[N+:19]([O-:21])=[O:20], predict the reactants needed to synthesize it. The reactants are: [CH3:1][O:2][C:3](=[O:18])[CH2:4][N:5]1[CH2:10][CH2:9][N:8]([C:11]([O:13][C:14]([CH3:17])([CH3:16])[CH3:15])=[O:12])[CH2:7][CH2:6]1.[N+:19]([C:22]1[CH:29]=[CH:28][CH:27]=[CH:26][C:23]=1[CH2:24]Br)([O-:21])=[O:20].COC(=O)C(C1CCN(C(OC(C)(C)C)=O)CC1)CC1C=CC=CC=1[N+]([O-])=O.